From a dataset of Full USPTO retrosynthesis dataset with 1.9M reactions from patents (1976-2016). Predict the reactants needed to synthesize the given product. (1) Given the product [NH2:24][C:20]1([C:17]2[CH:18]=[CH:19][C:14]([C:12]3[O:13][C:7]4[N:6]=[C:5]([S:38][CH3:39])[N:4]([CH2:3][C:1]#[N:2])[C:9](=[O:10])[C:8]=4[C:11]=3[C:32]3[CH:33]=[CH:34][CH:35]=[CH:36][CH:37]=3)=[CH:15][CH:16]=2)[CH2:21][CH2:22][CH2:23]1, predict the reactants needed to synthesize it. The reactants are: [C:1]([CH2:3][N:4]1[C:9](=[O:10])[C:8]2[C:11]([C:32]3[CH:37]=[CH:36][CH:35]=[CH:34][CH:33]=3)=[C:12]([C:14]3[CH:19]=[CH:18][C:17]([C:20]4([NH:24]C(=O)OC(C)(C)C)[CH2:23][CH2:22][CH2:21]4)=[CH:16][CH:15]=3)[O:13][C:7]=2[N:6]=[C:5]1[S:38][CH3:39])#[N:2].C(O)(C(F)(F)F)=O. (2) Given the product [ClH:25].[NH2:1][CH2:2][CH2:3][CH2:4][O:5][CH2:6][CH2:7][O:8][CH2:9][CH2:10][O:11][CH2:12][CH2:13][CH2:14][NH:15][C:16]1[CH:21]=[CH:20][C:19]([NH2:22])=[CH:18][CH:17]=1, predict the reactants needed to synthesize it. The reactants are: [NH2:1][CH2:2][CH2:3][CH2:4][O:5][CH2:6][CH2:7][O:8][CH2:9][CH2:10][O:11][CH2:12][CH2:13][CH2:14][NH:15][C:16]1[CH:21]=[CH:20][C:19]([N+:22]([O-])=O)=[CH:18][CH:17]=1.[ClH:25]. (3) The reactants are: [CH:1]([O:3][CH2:4][CH3:5])=[CH2:2].[Li]C(C)(C)C.[Br:11][C:12]1[CH:13]=[C:14]2[C:18](=[CH:19][CH:20]=1)[CH2:17][C:16]1([CH2:25][CH2:24][CH:23]([O:26][CH3:27])[CH2:22][CH2:21]1)[C:15]2=[N:28][S:29]([C:31]([CH3:34])([CH3:33])[CH3:32])=[O:30]. Given the product [Br:11][C:12]1[CH:13]=[C:14]2[C:18]([CH2:17][C:16]3([CH2:21][CH2:22][CH:23]([O:26][CH3:27])[CH2:24][CH2:25]3)[C:15]2([NH:28][S:29]([C:31]([CH3:34])([CH3:33])[CH3:32])=[O:30])[C:1]([O:3][CH2:4][CH3:5])=[CH2:2])=[CH:19][CH:20]=1, predict the reactants needed to synthesize it. (4) Given the product [Cl:7][C:8]1[CH:13]=[CH:12][C:11]([CH2:14][CH2:15][NH:16][CH2:2][Si:3]([CH3:6])([CH3:5])[CH3:4])=[CH:10][CH:9]=1, predict the reactants needed to synthesize it. The reactants are: Cl[CH2:2][Si:3]([CH3:6])([CH3:5])[CH3:4].[Cl:7][C:8]1[CH:13]=[CH:12][C:11]([CH2:14][CH2:15][NH2:16])=[CH:10][CH:9]=1.C([O-])([O-])=O.[K+].[K+].